From a dataset of Peptide-MHC class I binding affinity with 185,985 pairs from IEDB/IMGT. Regression. Given a peptide amino acid sequence and an MHC pseudo amino acid sequence, predict their binding affinity value. This is MHC class I binding data. (1) The peptide sequence is QVLQQNNSFI. The MHC is HLA-A02:06 with pseudo-sequence HLA-A02:06. The binding affinity (normalized) is 0.284. (2) The peptide sequence is VFRTSTPKVV. The MHC is HLA-A30:02 with pseudo-sequence HLA-A30:02. The binding affinity (normalized) is 0. (3) The peptide sequence is VVDALRNIY. The MHC is HLA-B57:01 with pseudo-sequence HLA-B57:01. The binding affinity (normalized) is 0.0847. (4) The peptide sequence is AISAVYFKA. The MHC is HLA-A02:06 with pseudo-sequence HLA-A02:06. The binding affinity (normalized) is 0.538. (5) The peptide sequence is RYLLFGIKC. The MHC is HLA-A24:02 with pseudo-sequence HLA-A24:02. The binding affinity (normalized) is 0.531. (6) The peptide sequence is PFPSQQPYL. The MHC is HLA-A29:02 with pseudo-sequence HLA-A29:02. The binding affinity (normalized) is 0.309.